This data is from Forward reaction prediction with 1.9M reactions from USPTO patents (1976-2016). The task is: Predict the product of the given reaction. Given the reactants [Cl:1][C:2]1[N:7]=[C:6]([C:8]2[CH:9]=[N:10][N:11](COCC[Si](C)(C)C)[CH:12]=2)[N:5]2[CH:21]=[CH:22][N:23]=[C:4]2[CH:3]=1.FC(F)(F)C(O)=O, predict the reaction product. The product is: [Cl:1][C:2]1[N:7]=[C:6]([C:8]2[CH:12]=[N:11][NH:10][CH:9]=2)[N:5]2[CH:21]=[CH:22][N:23]=[C:4]2[CH:3]=1.